From a dataset of Reaction yield outcomes from USPTO patents with 853,638 reactions. Predict the reaction yield, written as a fraction of the theoretical maximum amount of product (1.0 means a 100% yield; for example, 0.34 means a 34% yield). (1) The reactants are [Cl:1][C:2]1[C:3]2[C@H:10]([CH3:11])[CH2:9][CH2:8][C:4]=2[N:5]=[CH:6][N:7]=1.C1C=C(Cl)C=C(C(OO)=[O:20])C=1.[O-]S([O-])(=S)=O.[Na+].[Na+].C([O-])([O-])=O.[Na+].[Na+]. The catalyst is C(Cl)(Cl)Cl.O. The product is [Cl:1][C:2]1[N:7]=[CH:6][N+:5]([O-:20])=[C:4]2[CH2:8][CH2:9][C@@H:10]([CH3:11])[C:3]=12. The yield is 0.530. (2) The reactants are [Cl-].[CH3:2][O:3][CH2:4][P+](C1C=CC=CC=1)(C1C=CC=CC=1)C1C=CC=CC=1.[CH3:24][Si]([N-][Si](C)(C)C)(C)C.[Li+].[OH:34][C:35]([C:68]1[S:69][CH:70]=[CH:71][CH:72]=1)([C:63]1[S:64][CH:65]=[CH:66][CH:67]=1)[C:36]([O:38][C@H:39]1[CH2:44][CH2:43][C@H:42]([N:45]([CH2:47][CH2:48][C:49]([NH:51][C:52]2[CH:57]=[C:56]([O:58][CH3:59])[C:55](C=O)=[CH:54][C:53]=2[Cl:62])=[O:50])[CH3:46])[CH2:41][CH2:40]1)=[O:37].[Cl-].[NH4+]. No catalyst specified. The product is [OH:34][C:35]([C:68]1[S:69][CH:70]=[CH:71][CH:72]=1)([C:63]1[S:64][CH:65]=[CH:66][CH:67]=1)[C:36]([O:38][C@H:39]1[CH2:40][CH2:41][C@H:42]([N:45]([CH2:47][CH2:48][C:49]([NH:51][C:52]2[CH:57]=[C:56]([O:58][CH3:59])[C:55](/[CH:24]=[CH:4]/[O:3][CH3:2])=[CH:54][C:53]=2[Cl:62])=[O:50])[CH3:46])[CH2:43][CH2:44]1)=[O:37]. The yield is 0.560.